From a dataset of Full USPTO retrosynthesis dataset with 1.9M reactions from patents (1976-2016). Predict the reactants needed to synthesize the given product. (1) Given the product [CH3:1][O:2][C:3]1[CH:9]=[CH:8][C:6]([NH:7][C:14](=[O:21])[C:15]2[CH:20]=[CH:19][N:18]=[CH:17][CH:16]=2)=[CH:5][C:4]=1[N+:10]([O-:12])=[O:11], predict the reactants needed to synthesize it. The reactants are: [CH3:1][O:2][C:3]1[CH:9]=[CH:8][C:6]([NH2:7])=[CH:5][C:4]=1[N+:10]([O-:12])=[O:11].Cl.[C:14](Cl)(=[O:21])[C:15]1[CH:20]=[CH:19][N:18]=[CH:17][CH:16]=1.[OH-].[Na+]. (2) Given the product [Br:1][C:2]1[CH:13]=[C:6]2[C:5]([C:10](=[O:9])[NH:15][C:8]([CH3:12])=[N:7]2)=[CH:4][CH:3]=1, predict the reactants needed to synthesize it. The reactants are: [Br:1][C:2]1[CH:3]=[CH:4][C:5]2[C:10](=O)[O:9][C:8]([CH3:12])=[N:7][C:6]=2[CH:13]=1.[OH-].[NH4+:15]. (3) Given the product [C:12]([O:11][C:9]([N:23]1[CH2:31][C:30]2[C:25](=[CH:26][CH:27]=[C:28]([C:32]([O:34][CH3:35])=[O:33])[CH:29]=2)[CH2:24]1)=[O:10])([CH3:13])([CH3:14])[CH3:15], predict the reactants needed to synthesize it. The reactants are: [C:12]([O:11][C:9](O[C:9]([O:11][C:12]([CH3:15])([CH3:14])[CH3:13])=[O:10])=[O:10])([CH3:15])([CH3:14])[CH3:13].C([N:23]1[CH2:31][C:30]2[C:25](=[CH:26][CH:27]=[C:28]([C:32]([O:34][CH3:35])=[O:33])[CH:29]=2)[CH2:24]1)C1C=CC=CC=1.